From a dataset of Full USPTO retrosynthesis dataset with 1.9M reactions from patents (1976-2016). Predict the reactants needed to synthesize the given product. (1) Given the product [ClH:25].[OH:3][CH2:4][CH2:5][N:6]1[C:10]2[CH:11]=[CH:12][CH:13]=[CH:14][C:9]=2[N:8]=[C:7]1[N:15]1[CH2:21][CH2:20][CH2:19][NH:18][CH2:17][CH2:16]1, predict the reactants needed to synthesize it. The reactants are: C([O:3][CH2:4][CH2:5][N:6]1[C:10]2[CH:11]=[CH:12][CH:13]=[CH:14][C:9]=2[N:8]=[C:7]1[N:15]1[CH2:21][CH2:20][CH2:19][NH:18][CH2:17][CH2:16]1)C.Br.[OH-].[Na+].[ClH:25]. (2) Given the product [F:1][C:2]1[C:3]([NH:17][S:34]([C:31]2[CH:32]=[CH:33][C:28]([CH3:38])=[CH:29][CH:30]=2)(=[O:36])=[O:35])=[N:4][C:5]([O:8][CH2:9][C:10]2[CH:15]=[CH:14][C:13]([CH3:16])=[CH:12][CH:11]=2)=[N:6][CH:7]=1, predict the reactants needed to synthesize it. The reactants are: [F:1][C:2]1[C:3]([NH2:17])=[N:4][C:5]([O:8][CH2:9][C:10]2[CH:15]=[CH:14][C:13]([CH3:16])=[CH:12][CH:11]=2)=[N:6][CH:7]=1.C[Si]([N-][Si](C)(C)C)(C)C.[Li+].[C:28]1([CH3:38])[CH:33]=[CH:32][C:31]([S:34](Cl)(=[O:36])=[O:35])=[CH:30][CH:29]=1. (3) Given the product [CH2:28]([O:30][C:21](=[O:26])[CH2:15][CH:14]1[CH2:7][CH2:8][N:9]([C:12]2[C:17]([NH2:18])=[CH:16][C:15]([C:21](=[O:26])[NH:22][CH:23]3[CH2:24][CH2:25]3)=[CH:14][N:13]=2)[CH2:10][CH2:11]1)[CH3:29], predict the reactants needed to synthesize it. The reactants are: C(OC(=O)CN1[CH2:11][CH2:10][N:9]([C:12]2[C:17]([N+:18]([O-])=O)=[CH:16][C:15]([C:21](=[O:26])[NH:22][CH:23]3[CH2:25][CH2:24]3)=[CH:14][N:13]=2)[CH2:8][CH2:7]1)C.[CH2:28]([OH:30])[CH3:29].